Dataset: Forward reaction prediction with 1.9M reactions from USPTO patents (1976-2016). Task: Predict the product of the given reaction. (1) Given the reactants Br[C:2]1[C:3]([F:19])=[CH:4][C:5]2[O:11][CH2:10][CH2:9][N:8]3[CH:12]=[C:13]([C:15]([NH2:17])=[O:16])[N:14]=[C:7]3[C:6]=2[CH:18]=1.[C:20]([C:22]1([OH:26])[CH2:25][O:24][CH2:23]1)#[CH:21], predict the reaction product. The product is: [F:19][C:3]1[C:2]([C:21]#[C:20][C:22]2([OH:26])[CH2:25][O:24][CH2:23]2)=[CH:18][C:6]2[C:7]3[N:8]([CH:12]=[C:13]([C:15]([NH2:17])=[O:16])[N:14]=3)[CH2:9][CH2:10][O:11][C:5]=2[CH:4]=1. (2) Given the reactants [C:1]([C:3]1[CH:4]=[C:5]([CH:9]=[CH:10][CH:11]=1)[C:6]([OH:8])=O)#[N:2].ON1C2C=CC=CC=2N=N1.C1(N=C=NC2CCCCC2)CCCCC1.[NH:37]([C:39]1[CH:48]=[CH:47][C:42]([C:43]([O:45][CH3:46])=[O:44])=[CH:41][CH:40]=1)[NH2:38], predict the reaction product. The product is: [C:1]([C:3]1[CH:4]=[C:5]([CH:9]=[CH:10][CH:11]=1)[C:6]([NH:38][NH:37][C:39]1[CH:40]=[CH:41][C:42]([C:43]([O:45][CH3:46])=[O:44])=[CH:47][CH:48]=1)=[O:8])#[N:2].